Dataset: Forward reaction prediction with 1.9M reactions from USPTO patents (1976-2016). Task: Predict the product of the given reaction. (1) Given the reactants [C:1]([OH:20])(=O)[CH2:2][CH2:3][CH2:4][CH2:5][CH2:6][CH2:7][CH2:8][CH2:9][CH2:10][CH2:11][CH2:12][CH2:13][CH2:14][CH2:15][CH2:16][CH2:17]C.[CH2:21]([C:23]1([CH3:43])[CH:28]([CH3:29])[CH:27]([NH-:30])[CH2:26][C:25]([CH2:32][CH3:33])([CH3:31])[N:24]1[O:34][CH:35]([C:37]1[CH:42]=[CH:41][CH:40]=[CH:39][CH:38]=1)[CH3:36])[CH3:22], predict the reaction product. The product is: [CH2:21]([C:23]1([CH3:43])[CH:28]([CH3:29])[CH:27]([NH:30][C:1](=[O:20])[CH2:2][CH2:3][CH2:4][CH2:5][CH2:6][CH2:7][CH2:8][CH2:9][CH2:10][CH2:11][CH2:12][CH2:13][CH2:14][CH2:15][CH2:16][CH3:17])[CH2:26][C:25]([CH2:32][CH3:33])([CH3:31])[N:24]1[O:34][CH:35]([C:37]1[CH:38]=[CH:39][CH:40]=[CH:41][CH:42]=1)[CH3:36])[CH3:22]. (2) Given the reactants CC1C=CC(S(O[CH2:12][C@H:13]2[CH2:22][CH2:21][C:20]3[C:15](=[C:16]([C:23]4[CH:28]=[C:27]([Cl:29])[CH:26]=[CH:25][C:24]=4[Cl:30])[CH:17]=[CH:18][CH:19]=3)[O:14]2)(=O)=O)=CC=1.[CH3:31][NH2:32], predict the reaction product. The product is: [Cl:30][C:24]1[CH:25]=[CH:26][C:27]([Cl:29])=[CH:28][C:23]=1[C:16]1[CH:17]=[CH:18][CH:19]=[C:20]2[C:15]=1[O:14][C@@H:13]([CH2:12][NH:32][CH3:31])[CH2:22][CH2:21]2. (3) Given the reactants [N:1]1([C:7]2[CH:14]=[CH:13][C:12]([N+:15]([O-:17])=[O:16])=[CH:11][C:8]=2[CH:9]=[O:10])[CH2:6][CH2:5][O:4][CH2:3][CH2:2]1.[BH4-].[Na+], predict the reaction product. The product is: [N:1]1([C:7]2[CH:14]=[CH:13][C:12]([N+:15]([O-:17])=[O:16])=[CH:11][C:8]=2[CH2:9][OH:10])[CH2:6][CH2:5][O:4][CH2:3][CH2:2]1. (4) Given the reactants [NH2:1][C:2]1[CH:7]=[CH:6][C:5]([Cl:8])=[CH:4][C:3]=1[C:9]([C:11]1[CH:16]=[CH:15][CH:14]=[CH:13][C:12]=1[Cl:17])=O.C([SiH](CC)CC)C.FB(F)F.[OH-].[Na+], predict the reaction product. The product is: [Cl:8][C:5]1[CH:6]=[CH:7][C:2]([NH2:1])=[C:3]([CH2:9][C:11]2[CH:16]=[CH:15][CH:14]=[CH:13][C:12]=2[Cl:17])[CH:4]=1. (5) Given the reactants Cl[C:2]1[CH:7]=[CH:6][C:5]([Cl:8])=[CH:4][N:3]=1.[C:9]([O-])([O-])=O.[K+].[K+].C[CH:16]([SH:20])[C:17]([O-:19])=[O:18].O, predict the reaction product. The product is: [CH3:9][O:19][C:17](=[O:18])[CH2:16][S:20][C:2]1[CH:7]=[CH:6][C:5]([Cl:8])=[CH:4][N:3]=1. (6) Given the reactants Cl[C:2]1[CH:7]=[C:6]([Cl:8])[N:5]=[C:4]([S:9][C:10]2[CH:15]=[CH:14][C:13]([NH:16][C:17](=[O:23])[CH2:18][C:19]([F:22])([F:21])[F:20])=[CH:12][CH:11]=2)[N:3]=1.[S:24]1[C:28]([NH2:29])=[N:27][CH:26]=[N:25]1.CC1(C)C2C(=C(P(C3C=CC=CC=3)C3C=CC=CC=3)C=CC=2)OC2C(P(C3C=CC=CC=3)C3C=CC=CC=3)=CC=CC1=2, predict the reaction product. The product is: [S:24]1[C:28]([NH:29][C:2]2[CH:7]=[C:6]([Cl:8])[N:5]=[C:4]([S:9][C:10]3[CH:15]=[CH:14][C:13]([NH:16][C:17](=[O:23])[CH2:18][C:19]([F:22])([F:21])[F:20])=[CH:12][CH:11]=3)[N:3]=2)=[N:27][CH:26]=[N:25]1. (7) Given the reactants [OH:1][CH:2]1[CH:6]([CH3:7])[CH2:5][N:4]([C:8]([O:10][C:11]([CH3:14])([CH3:13])[CH3:12])=[O:9])[CH2:3]1.C(N(CC)CC)C.[S:22](Cl)([CH3:25])(=[O:24])=[O:23], predict the reaction product. The product is: [CH3:7][C@@H:6]1[C@H:2]([O:1][S:22]([CH3:25])(=[O:24])=[O:23])[CH2:3][N:4]([C:8]([O:10][C:11]([CH3:13])([CH3:12])[CH3:14])=[O:9])[CH2:5]1. (8) Given the reactants [CH3:1][CH:2]([OH:4])[CH3:3].[H-].[Na+].[C:7]([C:9]1[C:10](F)=[CH:11][C:12]([NH:15][C:16]([N:18]2[C:27]3[C:22](=[CH:23][CH:24]=[C:25]([CH:28]([O:31][CH3:32])[O:29][CH3:30])[N:26]=3)[CH2:21][CH2:20][CH2:19]2)=[O:17])=[N:13][CH:14]=1)#[N:8], predict the reaction product. The product is: [C:7]([C:9]1[C:10]([O:4][CH:2]([CH3:3])[CH3:1])=[CH:11][C:12]([NH:15][C:16]([N:18]2[C:27]3[C:22](=[CH:23][CH:24]=[C:25]([CH:28]([O:31][CH3:32])[O:29][CH3:30])[N:26]=3)[CH2:21][CH2:20][CH2:19]2)=[O:17])=[N:13][CH:14]=1)#[N:8]. (9) Given the reactants [CH:1]1([C:6]2([CH2:14][CH2:15][C:16]3[CH:21]=[CH:20][C:19]([C:22]4([C:25]#[N:26])[CH2:24][CH2:23]4)=[C:18]([F:27])[CH:17]=3)[CH2:11][C:10](=[O:12])[CH2:9][C:8](=[O:13])[O:7]2)[CH2:5][CH2:4][CH2:3][CH2:2]1.[CH3:28][C:29]1[CH:30]=[N:31][C:32]2[N:33]([N:35]=[C:36]([CH:38]=O)[N:37]=2)[CH:34]=1, predict the reaction product. The product is: [CH:1]1([C:6]2([CH2:14][CH2:15][C:16]3[CH:21]=[CH:20][C:19]([C:22]4([C:25]#[N:26])[CH2:23][CH2:24]4)=[C:18]([F:27])[CH:17]=3)[CH2:11][C:10]([OH:12])=[C:9]([CH2:38][C:36]3[N:37]=[C:32]4[N:31]=[CH:30][C:29]([CH3:28])=[CH:34][N:33]4[N:35]=3)[C:8](=[O:13])[O:7]2)[CH2:5][CH2:4][CH2:3][CH2:2]1.